From a dataset of Reaction yield outcomes from USPTO patents with 853,638 reactions. Predict the reaction yield, written as a fraction of the theoretical maximum amount of product (1.0 means a 100% yield; for example, 0.34 means a 34% yield). (1) The reactants are [C:1]([C:3]1[CH:19]=[CH:18][C:6]([CH2:7][N:8]([CH3:17])[CH2:9][C:10]([O:12][C:13]([CH3:16])([CH3:15])[CH3:14])=[O:11])=[C:5]([CH:20]=[CH2:21])[CH:4]=1)#[N:2]. The catalyst is [Pd].CO. The product is [C:1]([C:3]1[CH:19]=[CH:18][C:6]([CH2:7][N:8]([CH3:17])[CH2:9][C:10]([O:12][C:13]([CH3:14])([CH3:15])[CH3:16])=[O:11])=[C:5]([CH2:20][CH3:21])[CH:4]=1)#[N:2]. The yield is 0.940. (2) The reactants are [Br:1][C:2]1[CH:7]=[CH:6][C:5]([N+:8]([O-:10])=[O:9])=[C:4](F)[CH:3]=1.[NH:12]([CH2:14][C:15]([OH:17])=[O:16])[CH3:13].C(=O)([O-])[O-].[K+].[K+].Cl. The catalyst is C(O)C.O. The product is [Br:1][C:2]1[CH:7]=[CH:6][C:5]([N+:8]([O-:10])=[O:9])=[C:4]([N:12]([CH2:14][C:15]([OH:17])=[O:16])[CH3:13])[CH:3]=1. The yield is 0.870. (3) The reactants are Cl[C:2]1[CH:7]=[C:6]([NH:8][CH:9]2[CH2:11][CH2:10]2)[N:5]2[N:12]=[CH:13][C:14]([CH:15]=[O:16])=[C:4]2[N:3]=1.[Cl:17][C:18]1[CH:19]=[C:20]([CH:22]=[CH:23][CH:24]=1)[NH2:21]. The catalyst is O1CCOCC1. The product is [Cl:17][C:18]1[CH:19]=[C:20]([NH:21][C:2]2[CH:7]=[C:6]([NH:8][CH:9]3[CH2:11][CH2:10]3)[N:5]3[N:12]=[CH:13][C:14]([CH:15]=[O:16])=[C:4]3[N:3]=2)[CH:22]=[CH:23][CH:24]=1. The yield is 0.110. (4) The reactants are FC(F)(F)S(O[C:7]1[C:8]([CH3:36])([CH3:35])[C@H:9]2[C@:22]([CH3:25])([CH2:23][CH:24]=1)[C@@H:21]1[C@:12]([CH3:34])([C@@:13]3([CH3:33])[C@H:18]([CH2:19][CH2:20]1)[C@H:17]1[C@H:26]([C:29]([CH3:31])=[CH2:30])[CH2:27][CH2:28][C@:16]1([NH2:32])[CH2:15][CH2:14]3)[CH2:11][CH2:10]2)(=O)=O.CC1(C)C(C)(C)OB([C:47]2[CH2:52][CH2:51][C:50]([C:53]([O:55][CH3:56])=[O:54])=[CH:49][CH:48]=2)O1. No catalyst specified. The product is [NH2:32][C@:16]12[CH2:28][CH2:27][C@@H:26]([C:29]([CH3:31])=[CH2:30])[C@@H:17]1[C@@H:18]1[C@@:13]([CH3:33])([CH2:14][CH2:15]2)[C@@:12]2([CH3:34])[C@@H:21]([C@:22]3([CH3:25])[C@@H:9]([CH2:10][CH2:11]2)[C:8]([CH3:35])([CH3:36])[C:7]([C:47]2[CH2:52][CH2:51][C:50]([C:53]([O:55][CH3:56])=[O:54])=[CH:49][CH:48]=2)=[CH:24][CH2:23]3)[CH2:20][CH2:19]1. The yield is 0.608. (5) The reactants are [Cl:1][C:2]1[S:6][C:5]([C:7]([O:9][CH3:10])=[O:8])=[CH:4][CH:3]=1.[Cl-].[Cl-].[Cl-].[Al+3].[Br:15]Br. The catalyst is C(Cl)(Cl)Cl. The product is [Br:15][C:3]1[CH:4]=[C:5]([C:7]([O:9][CH3:10])=[O:8])[S:6][C:2]=1[Cl:1]. The yield is 0.711. (6) The reactants are [C:1]([O:5][C:6]([N:8]1[CH2:12][CH2:11][CH2:10][C@H:9]1[C:13]([OH:15])=O)=[O:7])([CH3:4])([CH3:3])[CH3:2].[N:16]([CH:19]1[CH:23]([O:24][CH2:25][C:26]2[CH:31]=[CH:30][CH:29]=[CH:28][CH:27]=2)[O:22][C:21](=[O:32])[CH2:20]1)=[N+]=[N-].C1(P(C2C=CC=CC=2)C2C=CC=CC=2)C=CC=CC=1.C(N(C(C)C)CC)(C)C.C(Cl)CCl.C1C=CC2N(O)N=NC=2C=1. The catalyst is O1CCCC1.O.C(OCC)(=O)C. The product is [C:1]([O:5][C:6]([N:8]1[CH2:12][CH2:11][CH2:10][C@@H:9]1[C:13](=[O:15])[NH:16][CH:19]1[CH2:20][C:21](=[O:32])[O:22][CH:23]1[O:24][CH2:25][C:26]1[CH:31]=[CH:30][CH:29]=[CH:28][CH:27]=1)=[O:7])([CH3:2])([CH3:3])[CH3:4]. The yield is 0.490.